This data is from Forward reaction prediction with 1.9M reactions from USPTO patents (1976-2016). The task is: Predict the product of the given reaction. (1) Given the reactants CS[CH2:3][O:4][C:5]1[CH:12]=[CH:11][C:8]([C:9]#[N:10])=[CH:7][CH:6]=1.S(Cl)([Cl:16])(=O)=O, predict the reaction product. The product is: [Cl:16][CH2:3][O:4][C:5]1[CH:12]=[CH:11][C:8]([C:9]#[N:10])=[CH:7][CH:6]=1. (2) Given the reactants [Cl:1][C:2]1[C:6]([NH:7][CH2:8][CH3:9])=[CH:5][N:4]([C:10]2[CH:11]=[N:12][CH:13]=[CH:14][CH:15]=2)[N:3]=1.C(OCC)(=O)C.C(=O)(O)[O-].[Na+].[F:27][C:28]([F:38])([F:37])[CH2:29][CH2:30][S:31][CH2:32][CH2:33][C:34](Cl)=[O:35], predict the reaction product. The product is: [Cl:1][C:2]1[C:6]([N:7]([CH2:8][CH3:9])[C:34](=[O:35])[CH2:33][CH2:32][S:31][CH2:30][CH2:29][C:28]([F:38])([F:37])[F:27])=[CH:5][N:4]([C:10]2[CH:11]=[N:12][CH:13]=[CH:14][CH:15]=2)[N:3]=1. (3) Given the reactants C[O:2][C:3](=[O:31])[CH2:4][CH2:5][NH:6][C:7](=[O:30])[C:8]1[CH:13]=[CH:12][C:11]([CH:14]([O:22][C:23]2[CH:28]=[CH:27][C:26](Br)=[CH:25][CH:24]=2)[CH2:15][CH2:16][CH2:17][C:18]([F:21])([F:20])[F:19])=[CH:10][CH:9]=1.[F:32][C:33]([F:44])([F:43])[C:34]1[CH:39]=[CH:38][C:37](B(O)O)=[CH:36][CH:35]=1, predict the reaction product. The product is: [F:19][C:18]([F:20])([F:21])[CH2:17][CH2:16][CH2:15][CH:14]([C:11]1[CH:12]=[CH:13][C:8]([C:7]([NH:6][CH2:5][CH2:4][C:3]([OH:2])=[O:31])=[O:30])=[CH:9][CH:10]=1)[O:22][C:23]1[CH:28]=[CH:27][C:26]([C:37]2[CH:38]=[CH:39][C:34]([C:33]([F:44])([F:43])[F:32])=[CH:35][CH:36]=2)=[CH:25][CH:24]=1. (4) Given the reactants C([O:3][C:4](=[O:34])[C:5]1[CH:10]=[CH:9][C:8]([N:11]2[C@@H:15]3[CH2:16][CH2:17][CH2:18][CH2:19][C@H:14]3[N:13]([C:20]3[CH:25]=[CH:24][C:23]([C:26]#[N:27])=[C:22]([C:28]([F:31])([F:30])[F:29])[CH:21]=3)[C:12]2=[O:32])=[CH:7][C:6]=1[CH3:33])C.[OH-].[Na+], predict the reaction product. The product is: [C:26]([C:23]1[CH:24]=[CH:25][C:20]([N:13]2[C@@H:14]3[CH2:19][CH2:18][CH2:17][CH2:16][C@H:15]3[N:11]([C:8]3[CH:9]=[CH:10][C:5]([C:4]([OH:34])=[O:3])=[C:6]([CH3:33])[CH:7]=3)[C:12]2=[O:32])=[CH:21][C:22]=1[C:28]([F:30])([F:31])[F:29])#[N:27]. (5) Given the reactants O(C)[Na].[CH3:4][O:5][CH:6]([C:11]([O:13]C)=O)[C:7]([O:9]C)=O.[NH2:15][C:16]([NH2:18])=[O:17], predict the reaction product. The product is: [OH:13][C:11]1[NH:18][C:16](=[O:17])[NH:15][C:7](=[O:9])[C:6]=1[O:5][CH3:4]. (6) Given the reactants [F:1][CH:2]([F:18])[O:3][C:4]1[CH:9]=[CH:8][C:7]([CH2:10][O:11][CH3:12])=[CH:6][C:5]=1[CH:13]1OCC[O:14]1.CC(C)=O.Cl, predict the reaction product. The product is: [F:1][CH:2]([F:18])[O:3][C:4]1[CH:9]=[CH:8][C:7]([CH2:10][O:11][CH3:12])=[CH:6][C:5]=1[CH:13]=[O:14]. (7) Given the reactants [I:1][C:2]1[C:3]2[CH2:13][C:12]3[C:7](=[CH:8][CH:9]=[C:10]([C:14]([OH:16])=O)[CH:11]=3)[C:4]=2[NH:5][N:6]=1.C1CN([P+](ON2N=NC3C=CC=CC2=3)(N2CCCC2)N2CCCC2)CC1.F[P-](F)(F)(F)(F)F.[NH:50]1[CH2:55][CH2:54][O:53][CH2:52][CH2:51]1.C(N(C(C)C)CC)(C)C, predict the reaction product. The product is: [I:1][C:2]1[C:3]2[CH2:13][C:12]3[C:7](=[CH:8][CH:9]=[C:10]([C:14]([N:50]4[CH2:55][CH2:54][O:53][CH2:52][CH2:51]4)=[O:16])[CH:11]=3)[C:4]=2[NH:5][N:6]=1. (8) The product is: [CH3:1][N:3]1[CH2:9][CH2:8][C:7]2[CH:10]=[C:11]([N:14]3[C:18](=[O:19])[CH2:17][CH:16]([C:50]([OH:49])=[O:51])[CH2:15]3)[CH:12]=[CH:13][C:6]=2[CH2:5][CH2:4]1. Given the reactants [CH2:1]([N:3]1[CH2:9][CH2:8][C:7]2[CH:10]=[C:11]([N:14]3[C:18](=[O:19])[CH2:17][C@@H:16](NC(C4SC(Cl)=CC=4)=O)[CH2:15]3)[CH:12]=[CH:13][C:6]=2[CH2:5][CH2:4]1)C.COC1C=CC(P2(SP(C3C=CC([O:49][CH3:50])=CC=3)(=S)S2)=S)=CC=1.[O:51]1CCOCC1, predict the reaction product. (9) Given the reactants [Cl:1][C:2]1[CH:3]=[C:4]([CH:28]=[CH:29][C:30]=1[NH:31][C:32]([O:34]C1C=CC=CC=1)=O)[O:5][C:6]1[CH:11]=[CH:10][N:9]=[C:8]([NH:12][C:13]([CH:15]2[CH2:20][CH2:19][N:18]([C:21]([O:23][C:24]([CH3:27])([CH3:26])[CH3:25])=[O:22])[CH2:17][CH2:16]2)=[O:14])[CH:7]=1.[NH2:41][C:42]1[CH:47]=[CH:46][CH:45]=[CH:44][CH:43]=1.CN(C)C=O, predict the reaction product. The product is: [NH:41]([C:32]([NH:31][C:30]1[CH:29]=[CH:28][C:4]([O:5][C:6]2[CH:11]=[CH:10][N:9]=[C:8]([NH:12][C:13]([CH:15]3[CH2:16][CH2:17][N:18]([C:21]([O:23][C:24]([CH3:26])([CH3:27])[CH3:25])=[O:22])[CH2:19][CH2:20]3)=[O:14])[CH:7]=2)=[CH:3][C:2]=1[Cl:1])=[O:34])[C:42]1[CH:47]=[CH:46][CH:45]=[CH:44][CH:43]=1.